From a dataset of Catalyst prediction with 721,799 reactions and 888 catalyst types from USPTO. Predict which catalyst facilitates the given reaction. (1) Reactant: [C:1]1([C@@H:7]2[CH2:9][C@H:8]2[NH:10][CH2:11][CH:12]2[CH2:17][CH2:16][N:15]([C:18]([O:20][C:21]([CH3:24])([CH3:23])[CH3:22])=[O:19])[CH2:14][CH2:13]2)[CH:6]=[CH:5][CH:4]=[CH:3][CH:2]=1.C(N(CC)CC)C.[F:32][C:33]([F:44])([F:43])[C:34](O[C:34](=[O:35])[C:33]([F:44])([F:43])[F:32])=[O:35].C([O-])([O-])=O.[Na+].[Na+]. Product: [F:32][C:33]([F:44])([F:43])[C:34]([N:10]([CH2:11][CH:12]1[CH2:17][CH2:16][N:15]([C:18]([O:20][C:21]([CH3:24])([CH3:23])[CH3:22])=[O:19])[CH2:14][CH2:13]1)[C@@H:8]1[CH2:9][C@H:7]1[C:1]1[CH:6]=[CH:5][CH:4]=[CH:3][CH:2]=1)=[O:35]. The catalyst class is: 452. (2) Reactant: [CH3:1][C@@:2]12[C@@H:18]([OH:19])[CH2:17][CH2:16][C@H:15]1[C@H:14]1[C@@H:5]([C:6]3[CH:7]=[CH:8][C:9]([OH:20])=[CH:10][C:11]=3[CH2:12][CH2:13]1)[CH2:4][CH2:3]2.[CH3:21][CH2:22][CH2:23][CH2:24][C:25](O[C:25]([CH2:24][CH2:23][CH2:22][CH3:21])=[O:26])=[O:26].[OH2:34].Cl.O. Product: [CH3:4][CH2:3][CH2:2][CH2:15][C:14]([O:19][C@@H:18]1[C@@:2]2([CH3:1])[CH2:3][CH2:4][C@@H:5]3[C:6]4[CH:7]=[CH:8][C:9]([O:20][C:25]([CH2:24][CH2:23][CH2:22][CH3:21])=[O:26])=[CH:10][C:11]=4[CH2:12][CH2:13][C@H:14]3[C@@H:15]2[CH2:16][CH2:17]1)=[O:34]. The catalyst class is: 300. (3) Reactant: [OH:1][C:2]1[CH:7]=[CH:6][C:5]([C:8]2[CH:13]=[CH:12][C:11]([N:14]3[C:18]([CH3:20])([CH3:19])[C:17](=[O:21])[N:16]([C:22]4[CH:23]=[C:24]([C:30]([F:33])([F:32])[F:31])[C:25]([C:28]#[N:29])=[N:26][CH:27]=4)[C:15]3=[S:34])=[CH:10][CH:9]=2)=[CH:4][CH:3]=1.CC1C=CC(S(O[CH2:46][CH2:47][CH2:48][CH2:49][O:50][CH2:51][C:52]([O:54][C:55]([CH3:58])([CH3:57])[CH3:56])=[O:53])(=O)=O)=CC=1.C(=O)([O-])[O-].[K+].[K+]. Product: [C:28]([C:25]1[N:26]=[CH:27][C:22]([N:16]2[C:17](=[O:21])[C:18]([CH3:19])([CH3:20])[N:14]([C:11]3[CH:10]=[CH:9][C:8]([C:5]4[CH:4]=[CH:3][C:2]([O:1][CH2:46][CH2:47][CH2:48][CH2:49][O:50][CH2:51][C:52]([O:54][C:55]([CH3:56])([CH3:58])[CH3:57])=[O:53])=[CH:7][CH:6]=4)=[CH:13][CH:12]=3)[C:15]2=[S:34])=[CH:23][C:24]=1[C:30]([F:31])([F:33])[F:32])#[N:29]. The catalyst class is: 35. (4) Reactant: C[O:2][C:3]([C:5]1[CH:31]=[CH:30][C:8]2[N:9]([CH2:27][CH2:28][F:29])[C:10]([NH:12][C:13]3[S:14][C:15]4[CH:21]=[C:20]([O:22][C:23]([F:26])([F:25])[F:24])[CH:19]=[CH:18][C:16]=4[N:17]=3)=[N:11][C:7]=2[CH:6]=1)=[O:4].[OH-].[Na+].CO. Product: [F:29][CH2:28][CH2:27][N:9]1[C:8]2[CH:30]=[CH:31][C:5]([C:3]([OH:4])=[O:2])=[CH:6][C:7]=2[N:11]=[C:10]1[NH:12][C:13]1[S:14][C:15]2[CH:21]=[C:20]([O:22][C:23]([F:26])([F:25])[F:24])[CH:19]=[CH:18][C:16]=2[N:17]=1. The catalyst class is: 1. (5) Reactant: CN(C(ON1N=NC2C=CC=CC1=2)=[N+](C)C)C.[B-](F)(F)(F)F.C(N(CC)CC)C.[Cl:30][C:31]1[CH:36]=[CH:35][CH:34]=[C:33]([Cl:37])[C:32]=1[C:38]1[C:42]([CH2:43][O:44][C:45]2[N:50]=[C:49]([C:51]([F:54])([F:53])[F:52])[C:48]([N:55]([CH2:57][C:58]3[CH:66]=[CH:65][C:61]([C:62]([OH:64])=O)=[CH:60][CH:59]=3)[CH3:56])=[CH:47][CH:46]=2)=[C:41]([CH:67]([CH3:69])[CH3:68])[O:40][N:39]=1.[CH3:70][N:71]([CH3:75])[CH2:72][CH2:73][NH2:74]. Product: [Cl:37][C:33]1[CH:34]=[CH:35][CH:36]=[C:31]([Cl:30])[C:32]=1[C:38]1[C:42]([CH2:43][O:44][C:45]2[N:50]=[C:49]([C:51]([F:53])([F:54])[F:52])[C:48]([N:55]([CH2:57][C:58]3[CH:59]=[CH:60][C:61]([C:62]([NH:74][CH2:73][CH2:72][N:71]([CH3:75])[CH3:70])=[O:64])=[CH:65][CH:66]=3)[CH3:56])=[CH:47][CH:46]=2)=[C:41]([CH:67]([CH3:68])[CH3:69])[O:40][N:39]=1. The catalyst class is: 47. (6) Reactant: C[C:2]1(C)[O:7][C:6]2[CH:8]=[C:9]([C:12]3[CH:17]=[CH:16][C:15]([CH2:18][CH2:19][N:20]([CH2:28][C@@H:29]([C:37]4[CH:42]=[CH:41][CH:40]=[CH:39][CH:38]=4)[O:30][CH:31]4[CH2:36][CH2:35][CH2:34][CH2:33][O:32]4)[C:21](=[O:27])[O:22][C:23]([CH3:26])([CH3:25])[CH3:24])=[CH:14][CH:13]=3)[CH:10]=[CH:11][C:5]=2[C:4](=[O:43])[O:3]1.C(=O)([O-])[O-].[K+].[K+]. Product: [C:23]([O:22][C:21]([N:20]([CH2:28][C@@H:29]([C:37]1[CH:38]=[CH:39][CH:40]=[CH:41][CH:42]=1)[O:30][CH:31]1[CH2:36][CH2:35][CH2:34][CH2:33][O:32]1)[CH2:19][CH2:18][C:15]1[CH:14]=[CH:13][C:12]([C:9]2[CH:10]=[CH:11][C:5]([C:4]([O:3][CH3:2])=[O:43])=[C:6]([OH:7])[CH:8]=2)=[CH:17][CH:16]=1)=[O:27])([CH3:26])([CH3:24])[CH3:25]. The catalyst class is: 5. (7) Reactant: [OH:1][C:2]1[CH:9]=[CH:8][C:5]([CH2:6]O)=[CH:4][C:3]=1[O:10][CH3:11].[C-:12]#[N:13].[Na+].[C:15]1([C:21]#[C:22][CH2:23]OS(C2C=CC(C)=CC=2)(=O)=O)[CH:20]=[CH:19][CH:18]=[CH:17][CH:16]=1.O. Product: [CH3:11][O:10][C:3]1[CH:4]=[C:5]([CH2:6][C:12]#[N:13])[CH:8]=[CH:9][C:2]=1[O:1][CH2:23][C:22]#[C:21][C:15]1[CH:20]=[CH:19][CH:18]=[CH:17][CH:16]=1. The catalyst class is: 9.